Task: Predict the reactants needed to synthesize the given product.. Dataset: Full USPTO retrosynthesis dataset with 1.9M reactions from patents (1976-2016) (1) Given the product [Cl:19][C:16]1[CH:17]=[CH:18][C:13](/[CH:12]=[CH:11]/[CH:8]2[CH2:9][CH2:10][N:5]([C:3](=[O:4])[CH2:2][N:20]3[CH2:25][CH2:24][CH2:23][CH:22]([OH:26])[CH2:21]3)[CH2:6][CH2:7]2)=[CH:14][CH:15]=1, predict the reactants needed to synthesize it. The reactants are: Cl[CH2:2][C:3]([N:5]1[CH2:10][CH2:9][CH:8](/[CH:11]=[CH:12]/[C:13]2[CH:18]=[CH:17][C:16]([Cl:19])=[CH:15][CH:14]=2)[CH2:7][CH2:6]1)=[O:4].[NH:20]1[CH2:25][CH2:24][CH2:23][CH:22]([OH:26])[CH2:21]1.C(=O)([O-])[O-].[K+].[K+]. (2) Given the product [Cl:1][C:2]1[CH:18]=[CH:17][C:16]([O:19][CH2:20][C:21]2[CH:26]=[CH:25][CH:24]=[C:23]([Cl:27])[CH:22]=2)=[CH:15][C:3]=1[C:4]([OH:6])=[O:5], predict the reactants needed to synthesize it. The reactants are: [Cl:1][C:2]1[CH:18]=[CH:17][C:16]([O:19][CH2:20][C:21]2[CH:26]=[CH:25][CH:24]=[C:23]([Cl:27])[CH:22]=2)=[CH:15][C:3]=1[C:4]([O:6]CC1C=CC=C(Cl)C=1)=[O:5].[OH-].[Li+].